Dataset: Full USPTO retrosynthesis dataset with 1.9M reactions from patents (1976-2016). Task: Predict the reactants needed to synthesize the given product. (1) Given the product [Br:1][C:2]1[CH:3]=[N:4][C:5]2[N:6]([N:8]=[C:9]([C:11]([N:16]3[CH2:17][CH2:18][C:19]4[C:24](=[CH:23][CH:22]=[C:21]([C:25]5[O:26][C:27]([CH3:30])=[CH:28][CH:29]=5)[CH:20]=4)[CH:15]3[CH3:14])=[O:13])[CH:10]=2)[CH:7]=1, predict the reactants needed to synthesize it. The reactants are: [Br:1][C:2]1[CH:3]=[N:4][C:5]2[N:6]([N:8]=[C:9]([C:11]([OH:13])=O)[CH:10]=2)[CH:7]=1.[CH3:14][CH:15]1[C:24]2[C:19](=[CH:20][C:21]([C:25]3[O:26][C:27]([CH3:30])=[CH:28][CH:29]=3)=[CH:22][CH:23]=2)[CH2:18][CH2:17][NH:16]1. (2) Given the product [F:21][C@@H:19]1[CH2:20][N:16]([C:14](=[O:15])[CH2:13][NH:12][C:7]23[CH2:6][CH2:5][C:4]([C:1]([NH:29][C@H:27]([CH3:28])[CH2:26][F:25])=[O:2])([CH2:11][CH2:10]2)[CH2:9][CH2:8]3)[C@H:17]([C:22]#[N:23])[CH2:18]1, predict the reactants needed to synthesize it. The reactants are: [C:1]([C:4]12[CH2:11][CH2:10][C:7]([NH:12][CH2:13][C:14]([N:16]3[CH2:20][C@@H:19]([F:21])[CH2:18][C@H:17]3[C:22]#[N:23])=[O:15])([CH2:8][CH2:9]1)[CH2:6][CH2:5]2)(O)=[O:2].Cl.[F:25][CH2:26][C@H:27]([NH2:29])[CH3:28].